From a dataset of Reaction yield outcomes from USPTO patents with 853,638 reactions. Predict the reaction yield, written as a fraction of the theoretical maximum amount of product (1.0 means a 100% yield; for example, 0.34 means a 34% yield). (1) The reactants are FC(F)(F)[C:3]([C:5]1[C:13]2[C:8](=[CH:9][C:10]([F:14])=[CH:11][CH:12]=2)[N:7]([CH:15]([CH3:17])[CH3:16])[CH:6]=1)=[O:4].[OH-:20].[Na+]. No catalyst specified. The product is [F:14][C:10]1[CH:9]=[C:8]2[C:13]([C:5]([C:3]([OH:4])=[O:20])=[CH:6][N:7]2[CH:15]([CH3:17])[CH3:16])=[CH:12][CH:11]=1. The yield is 0.960. (2) The reactants are C([O-])([O-])=O.[Cs+].[Cs+].[F:7][C:8]([F:24])([F:23])[CH:9]([C:11]1[CH:16]=[CH:15][CH:14]=[CH:13][C:12]=1[C:17]1[CH:18]=[N:19][N:20]([CH3:22])[CH:21]=1)[OH:10].[NH2:25][C:26]1[N:31]=[C:30](Cl)[CH:29]=[C:28]([Cl:33])[N:27]=1.O. The catalyst is C1COCC1.C(OCC)(=O)C. The product is [Cl:33][C:28]1[CH:29]=[C:30]([O:10][CH:9]([C:11]2[CH:16]=[CH:15][CH:14]=[CH:13][C:12]=2[C:17]2[CH:18]=[N:19][N:20]([CH3:22])[CH:21]=2)[C:8]([F:7])([F:23])[F:24])[N:31]=[C:26]([NH2:25])[N:27]=1. The yield is 0.920. (3) The reactants are [NH2:1][C:2]1[CH:3]=[C:4]([OH:9])[CH:5]=[C:6](Br)[CH:7]=1.[B:10]1([B:10]2[O:14][C:13]([CH3:16])([CH3:15])[C:12]([CH3:18])([CH3:17])[O:11]2)[O:14][C:13]([CH3:16])([CH3:15])[C:12]([CH3:18])([CH3:17])[O:11]1.C([O-])(=O)C.[K+]. The catalyst is O1CCOCC1. The product is [NH2:1][C:2]1[CH:3]=[C:4]([OH:9])[CH:5]=[C:6]([B:10]2[O:14][C:13]([CH3:16])([CH3:15])[C:12]([CH3:18])([CH3:17])[O:11]2)[CH:7]=1. The yield is 0.630. (4) The reactants are [F:1][C:2]([F:14])([F:13])[O:3][CH:4]1[CH2:7][CH:6]([C:8]([O:10]CC)=[O:9])[CH2:5]1.[OH-].[Na+]. The catalyst is C1COCC1.O. The product is [F:1][C:2]([F:13])([F:14])[O:3][CH:4]1[CH2:7][CH:6]([C:8]([OH:10])=[O:9])[CH2:5]1. The yield is 0.350. (5) The reactants are [CH3:1][S:2]([N:5]1[CH2:10][CH2:9][C:8]2[N:11]([CH2:24][CH2:25][CH:26]=O)[N:12]=[C:13]([C:14]3[CH:19]=[CH:18][C:17]([C:20]([F:23])([F:22])[F:21])=[CH:16][CH:15]=3)[C:7]=2[CH2:6]1)(=[O:4])=[O:3].[N:28]1([C:34]2[C:38]3[CH:39]=[CH:40][CH:41]=[CH:42][C:37]=3[S:36](=[O:44])(=[O:43])[N:35]=2)[CH2:33][CH2:32][NH:31][CH2:30][CH2:29]1.CC(O)=O.[BH-](OC(C)=O)(OC(C)=O)OC(C)=O.[Na+].C([O-])(O)=O.[Na+]. The catalyst is C(Cl)Cl. The product is [O:44]=[S:36]1(=[O:43])[C:37]2[CH:42]=[CH:41][CH:40]=[CH:39][C:38]=2[C:34]([N:28]2[CH2:33][CH2:32][N:31]([CH2:26][CH2:25][CH2:24][N:11]3[C:8]4[CH2:9][CH2:10][N:5]([S:2]([CH3:1])(=[O:4])=[O:3])[CH2:6][C:7]=4[C:13]([C:14]4[CH:19]=[CH:18][C:17]([C:20]([F:23])([F:22])[F:21])=[CH:16][CH:15]=4)=[N:12]3)[CH2:30][CH2:29]2)=[N:35]1. The yield is 0.760. (6) The reactants are [N+:1]([C:4]1[CH:13]=[C:12]2[C:7]([CH2:8][CH2:9][CH2:10][O:11]2)=[CH:6][C:5]=1[NH:14]C(=O)C)([O-:3])=[O:2].[CH]Cl.N. The catalyst is CCO. The product is [N+:1]([C:4]1[CH:13]=[C:12]2[C:7]([CH2:8][CH2:9][CH2:10][O:11]2)=[CH:6][C:5]=1[NH2:14])([O-:3])=[O:2]. The yield is 1.00. (7) The reactants are Cl[C:2]1[CH:7]=[CH:6][N:5]=[C:4]2[CH:8]=[C:9]([C:11]3[N:12]=[CH:13][N:14]([CH3:16])[CH:15]=3)[S:10][C:3]=12.[F:17][C:18]1[CH:38]=[C:37]([N+:39]([O-:41])=[O:40])[CH:36]=[CH:35][C:19]=1[O:20]C1C=CN=C2C=C(C3SC=CN=3)SC=12. No catalyst specified. The product is [F:17][C:18]1[CH:38]=[C:37]([N+:39]([O-:41])=[O:40])[CH:36]=[CH:35][C:19]=1[O:20][C:2]1[CH:7]=[CH:6][N:5]=[C:4]2[CH:8]=[C:9]([C:11]3[N:12]=[CH:13][N:14]([CH3:16])[CH:15]=3)[S:10][C:3]=12. The yield is 0.470.